Dataset: Forward reaction prediction with 1.9M reactions from USPTO patents (1976-2016). Task: Predict the product of the given reaction. (1) Given the reactants [Br:1][C:2]1[CH:15]=[C:14]2[CH2:16][C:11]3[C:12]4=[C:13]2[C:4](=[CH:5][CH:6]=[C:7]4[CH:8]=[C:9]([Br:17])[CH:10]=3)[CH:3]=1.CC([O-])(C)C.[K+].CS(C)=O.CN(P(N(C)C)(N(C)C)=O)C, predict the reaction product. The product is: [Br:1][C:2]1[CH:15]=[C:14]2[CH2:16][C:11]3[C:12]4[C:13]2=[C:4]([CH2:5][CH2:6][C:7]=4[CH:8]=[C:9]([Br:17])[CH:10]=3)[CH:3]=1. (2) Given the reactants [Cl:1][C:2]1[CH:19]=[CH:18][C:17]([C:20]([F:23])([F:22])[F:21])=[CH:16][C:3]=1[CH2:4][N:5]1[CH2:10][CH2:9][NH:8][C:7]2[N:11]=[CH:12][C:13](I)=[CH:14][C:6]1=2.[CH3:24][N:25]1[CH2:30][CH2:29][N:28]([C:31]2[CH:36]=[CH:35][C:34](B3OC(C)(C)C(C)(C)O3)=[CH:33][N:32]=2)[CH2:27][CH2:26]1, predict the reaction product. The product is: [Cl:1][C:2]1[CH:19]=[CH:18][C:17]([C:20]([F:23])([F:22])[F:21])=[CH:16][C:3]=1[CH2:4][N:5]1[CH2:10][CH2:9][NH:8][C:7]2[N:11]=[CH:12][C:13]([C:34]3[CH:33]=[N:32][C:31]([N:28]4[CH2:27][CH2:26][N:25]([CH3:24])[CH2:30][CH2:29]4)=[CH:36][CH:35]=3)=[CH:14][C:6]1=2. (3) Given the reactants C(OC1C=CC(N2CCN(CCCC3CCCCC3)CC2)=CC=1[Cl:30])C1C=CC=CC=1.C([O:38][C:39]1[CH:44]=[CH:43][C:42]([N:45]2[CH2:50][CH2:49][N:48]([CH2:51][CH2:52][CH2:53][C:54]([C:56]3[CH:61]=[CH:60][C:59]([C:62]([CH3:65])([CH3:64])[CH3:63])=[CH:58][CH:57]=3)=[O:55])[CH2:47][CH2:46]2)=[CH:41][C:40]=1[F:66])C1C=CC=CC=1, predict the reaction product. The product is: [ClH:30].[C:62]([C:59]1[CH:58]=[CH:57][C:56]([C:54](=[O:55])[CH2:53][CH2:52][CH2:51][N:48]2[CH2:47][CH2:46][N:45]([C:42]3[CH:43]=[CH:44][C:39]([OH:38])=[C:40]([F:66])[CH:41]=3)[CH2:50][CH2:49]2)=[CH:61][CH:60]=1)([CH3:65])([CH3:63])[CH3:64]. (4) Given the reactants I[C:2]1[CH:7]=[CH:6][C:5]([N:8]2[CH:13]=[CH:12][CH:11]=[CH:10][C:9]2=[O:14])=[CH:4][C:3]=1[F:15].[OH:16][CH2:17][C:18]1[N:19]=[CH:20][NH:21][CH:22]=1.OC1C=CC=C2C=1N=CC=C2.C([O-])([O-])=O.[K+].[K+], predict the reaction product. The product is: [OH:16][CH2:17][C:18]1[N:19]=[C:20]([C:2]2[CH:7]=[CH:6][C:5]([N:8]3[CH:13]=[CH:12][CH:11]=[CH:10][C:9]3=[O:14])=[CH:4][C:3]=2[F:15])[NH:21][CH:22]=1. (5) The product is: [F:26][C:24]([F:25])([F:27])[C:22]1[CH:21]=[CH:20][N:19]=[C:18]([NH:17][C:15](=[O:16])[C:14]2[CH:28]=[CH:29][CH:11]=[CH:12][CH:13]=2)[CH:23]=1. Given the reactants NC1C2N(C([C@H]3CN4C(=O)CNC[C@@H]4CC3)=NC=2[C:11]2[CH:29]=[CH:28][C:14]([C:15]([NH:17][C:18]3[CH:23]=[C:22]([C:24]([F:27])([F:26])[F:25])[CH:21]=[CH:20][N:19]=3)=[O:16])=[CH:13][CH:12]=2)C=CN=1.C(=O)C.[BH3-]C#N.[Na+].C([O-])(O)=O.[Na+], predict the reaction product. (6) The product is: [F:40][C:38]1[N:37]=[C:36]2[C:32]([N:33]=[CH:34][N:35]2[CH:41]2[CH2:46][CH2:45][CH2:44][CH2:43][O:42]2)=[C:31]([NH:10][CH:11]([C:14]2[N:15]([C:24]3[CH:29]=[CH:28][CH:27]=[CH:26][CH:25]=3)[C:16](=[O:23])[C:17]3[S:22][CH:21]=[CH:20][C:18]=3[N:19]=2)[CH2:12][CH3:13])[N:39]=1. Given the reactants C(N(CC)C(C)C)(C)C.[NH2:10][CH:11]([C:14]1[N:15]([C:24]2[CH:29]=[CH:28][CH:27]=[CH:26][CH:25]=2)[C:16](=[O:23])[C:17]2[S:22][CH:21]=[CH:20][C:18]=2[N:19]=1)[CH2:12][CH3:13].Cl[C:31]1[N:39]=[C:38]([F:40])[N:37]=[C:36]2[C:32]=1[N:33]=[CH:34][N:35]2[CH:41]1[CH2:46][CH2:45][CH2:44][CH2:43][O:42]1, predict the reaction product.